Task: Regression. Given a peptide amino acid sequence and an MHC pseudo amino acid sequence, predict their binding affinity value. This is MHC class II binding data.. Dataset: Peptide-MHC class II binding affinity with 134,281 pairs from IEDB (1) The peptide sequence is ESYKFIPALEAAVKQ. The MHC is DRB3_0202 with pseudo-sequence DRB3_0202. The binding affinity (normalized) is 0.709. (2) The peptide sequence is IHEPTAAAIAYGLDR. The MHC is HLA-DQA10102-DQB10602 with pseudo-sequence HLA-DQA10102-DQB10602. The binding affinity (normalized) is 0.717. (3) The peptide sequence is GELQIVIKIDAAFKI. The MHC is DRB1_1101 with pseudo-sequence DRB1_1101. The binding affinity (normalized) is 0.641. (4) The peptide sequence is GATVAVDCRPFNGGE. The binding affinity (normalized) is 0.0412. The MHC is DRB1_1602 with pseudo-sequence DRB1_1602. (5) The peptide sequence is DCVVVNPPLNGSLTL. The MHC is DRB1_0101 with pseudo-sequence DRB1_0101. The binding affinity (normalized) is 0.488. (6) The peptide sequence is TSVGKGIHTVFGSAF. The MHC is HLA-DQA10102-DQB10501 with pseudo-sequence HLA-DQA10102-DQB10501. The binding affinity (normalized) is 0.567.